From a dataset of Catalyst prediction with 721,799 reactions and 888 catalyst types from USPTO. Predict which catalyst facilitates the given reaction. (1) Reactant: [Cl:1][C:2]1[C:10]([C:11]#[N:12])=[CH:9][CH:8]=[C:7]2[C:3]=1[CH:4]=[C:5]([CH2:19][CH2:20][CH3:21])[N:6]2[CH2:13]/[C:14](=[N:17]/[H])/[NH:15][OH:16].C(P1(=O)OP(CCC)(=O)OP(CCC)(=O)O1)CC.[CH3:40][N:41]1[CH:45]=[C:44]([C:46](O)=O)[C:43]([C:49]([F:52])([F:51])[F:50])=[N:42]1.CCN(C(C)C)C(C)C. Product: [Cl:1][C:2]1[C:10]([C:11]#[N:12])=[CH:9][CH:8]=[C:7]2[C:3]=1[CH:4]=[C:5]([CH2:19][CH2:20][CH3:21])[N:6]2[CH2:13][C:14]1[N:17]=[C:46]([C:44]2[C:43]([C:49]([F:52])([F:50])[F:51])=[N:42][N:41]([CH3:40])[CH:45]=2)[O:16][N:15]=1. The catalyst class is: 1. (2) Reactant: Cl[C:2]1[CH:7]=[C:6]([Cl:8])[N:5]=[CH:4][N:3]=1.CCN(C(C)C)C(C)C.[F:18][C:19]([F:27])([F:26])[CH:20]1[CH2:25][CH2:24][NH:23][CH2:22][CH2:21]1. The catalyst class is: 3. Product: [Cl:8][C:6]1[CH:7]=[C:2]([N:23]2[CH2:24][CH2:25][CH:20]([C:19]([F:27])([F:26])[F:18])[CH2:21][CH2:22]2)[N:3]=[CH:4][N:5]=1. (3) Product: [Cl:24][C:19]1[CH:18]=[C:17]([NH:16][C:5]2[C:4]3[C:9](=[C:10]([O:12][CH3:13])[CH:11]=[C:2]([NH:1][CH2:31][C:27]4[CH:26]=[N:25][CH:30]=[CH:29][CH:28]=4)[CH:3]=3)[N:8]=[CH:7][C:6]=2[C:14]#[N:15])[CH:22]=[CH:21][C:20]=1[F:23]. Reactant: [NH2:1][C:2]1[CH:3]=[C:4]2[C:9](=[C:10]([O:12][CH3:13])[CH:11]=1)[N:8]=[CH:7][C:6]([C:14]#[N:15])=[C:5]2[NH:16][C:17]1[CH:22]=[CH:21][C:20]([F:23])=[C:19]([Cl:24])[CH:18]=1.[N:25]1[CH:30]=[CH:29][CH:28]=[C:27]([CH:31]=O)[CH:26]=1.[BH3-]C#N.[Na+]. The catalyst class is: 14. (4) Reactant: C([O:8][C:9]1[CH:10]=[CH:11][C:12]([C@@H:20]([O:44][Si:45]([C:48]([CH3:51])([CH3:50])[CH3:49])([CH3:47])[CH3:46])[CH2:21][N:22]([CH2:30][CH:31]2[CH2:36][CH2:35][N:34](CC3C=CC=CC=3)[CH2:33][CH2:32]2)[C:23](=[O:29])[O:24][C:25]([CH3:28])([CH3:27])[CH3:26])=[C:13]2[C:18]=1[NH:17][C:16](=[O:19])[CH:15]=[CH:14]2)C1C=CC=CC=1.CC1CC=CCC=1. Product: [Si:45]([O:44][C@H:20]([C:12]1[CH:11]=[CH:10][C:9]([OH:8])=[C:18]2[C:13]=1[CH:14]=[CH:15][C:16](=[O:19])[NH:17]2)[CH2:21][N:22]([CH2:30][CH:31]1[CH2:32][CH2:33][NH:34][CH2:35][CH2:36]1)[C:23](=[O:29])[O:24][C:25]([CH3:28])([CH3:26])[CH3:27])([C:48]([CH3:49])([CH3:50])[CH3:51])([CH3:47])[CH3:46]. The catalyst class is: 29. (5) Reactant: [Br:1][C:2]1[C:3]([OH:13])=[C:4]([CH:7]=[C:8]([Br:12])[C:9]=1[O:10][CH3:11])[CH:5]=O.C(=O)([O-])[O-].[K+].[K+].Br[CH2:21][C:22]([O:24][CH2:25][CH3:26])=[O:23]. Product: [Br:12][C:8]1[C:9]([O:10][CH3:11])=[C:2]([Br:1])[C:3]2[O:13][C:21]([C:22]([O:24][CH2:25][CH3:26])=[O:23])=[CH:5][C:4]=2[CH:7]=1. The catalyst class is: 3. (6) Reactant: C(Cl)(=O)C(Cl)=O.CS(C)=O.[CH2:11]([C:15]1([CH2:19][OH:20])[CH2:18][CH2:17][CH2:16]1)[CH2:12][CH2:13][CH3:14].CCN(CC)CC.Cl. Product: [CH2:11]([C:15]1([CH:19]=[O:20])[CH2:18][CH2:17][CH2:16]1)[CH2:12][CH2:13][CH3:14]. The catalyst class is: 46. (7) Reactant: [C:1]([O:5][C:6]([NH:8][C@@H:9]([C@H:13]([C:15]1[CH:20]=[CH:19][CH:18]=[CH:17][CH:16]=1)[CH3:14])[C:10](O)=[O:11])=[O:7])([CH3:4])([CH3:3])[CH3:2].N1C=CC=CC=1.N1C(F)=NC(F)=NC=1[F:29]. Product: [C:1]([O:5][C:6](=[O:7])[NH:8][C@H:9]([C:10]([F:29])=[O:11])[C@H:13]([C:15]1[CH:20]=[CH:19][CH:18]=[CH:17][CH:16]=1)[CH3:14])([CH3:4])([CH3:3])[CH3:2]. The catalyst class is: 4. (8) Reactant: Br[C:2]1[CH:3]=[C:4]([O:10][C:11]2[C:12]([CH3:18])=[N:13][N:14]([CH3:17])[C:15]=2[CH3:16])[C:5]([C:8]#[N:9])=[N:6][CH:7]=1.[N:19]1[CH:24]=[CH:23][CH:22]=[CH:21][C:20]=1[SH:25].CN(C=O)C.[H-].[Na+]. Product: [N:19]1[CH:24]=[CH:23][CH:22]=[CH:21][C:20]=1[S:25][C:2]1[CH:3]=[C:4]([O:10][C:11]2[C:12]([CH3:18])=[N:13][N:14]([CH3:17])[C:15]=2[CH3:16])[C:5]([C:8]#[N:9])=[N:6][CH:7]=1. The catalyst class is: 6. (9) Reactant: [CH3:1][S:2](Cl)(=[O:4])=[O:3].[OH:6][CH2:7][CH2:8][CH2:9][CH:10]1[CH2:15][CH2:14][N:13]([C:16]([O:18][C:19]([CH3:22])([CH3:21])[CH3:20])=[O:17])[CH2:12][CH2:11]1. Product: [CH3:1][S:2]([O:6][CH2:7][CH2:8][CH2:9][CH:10]1[CH2:15][CH2:14][N:13]([C:16]([O:18][C:19]([CH3:22])([CH3:21])[CH3:20])=[O:17])[CH2:12][CH2:11]1)(=[O:4])=[O:3]. The catalyst class is: 2. (10) Product: [OH:20][NH:19][C:1]([C:3]1[CH:11]=[CH:10][C:6]2[NH:7][CH:8]=[N:9][C:5]=2[CH:4]=1)=[NH:2]. The catalyst class is: 863. Reactant: [C:1]([C:3]1[CH:11]=[CH:10][C:6]2[N:7]=[CH:8][NH:9][C:5]=2[CH:4]=1)#[N:2].C([O-])([O-])=O.[K+].[K+].Cl.[NH2:19][OH:20].